From a dataset of Forward reaction prediction with 1.9M reactions from USPTO patents (1976-2016). Predict the product of the given reaction. The product is: [C:1]([Si:5]([CH3:34])([CH3:33])[O:6][C@H:7]1[CH2:12][CH2:11][C@H:10]([N:13]2[C:18]3=[N:19][C:20]([NH:35][C:36]4[CH:41]=[CH:40][C:39]([O:42][CH3:43])=[C:38]([O:44][CH3:45])[CH:37]=4)=[N:21][CH:22]=[C:17]3[CH2:16][N:15]([C:24]3[CH:29]=[CH:28][C:27]([O:30][CH3:31])=[CH:26][CH:25]=3)[C:14]2=[O:32])[CH2:9][CH2:8]1)([CH3:4])([CH3:3])[CH3:2]. Given the reactants [C:1]([Si:5]([CH3:34])([CH3:33])[O:6][C@H:7]1[CH2:12][CH2:11][C@H:10]([N:13]2[C:18]3=[N:19][C:20](Cl)=[N:21][CH:22]=[C:17]3[CH2:16][N:15]([C:24]3[CH:29]=[CH:28][C:27]([O:30][CH3:31])=[CH:26][CH:25]=3)[C:14]2=[O:32])[CH2:9][CH2:8]1)([CH3:4])([CH3:3])[CH3:2].[NH2:35][C:36]1[CH:37]=[C:38]([O:44][CH3:45])[C:39]([O:42][CH3:43])=[CH:40][CH:41]=1, predict the reaction product.